From a dataset of Forward reaction prediction with 1.9M reactions from USPTO patents (1976-2016). Predict the product of the given reaction. (1) Given the reactants [N+:1]([O-:4])(O)=[O:2].[F:5][C:6]1([F:26])[O:10][C:9]2[CH:11]=[CH:12][CH:13]=[C:14]([C@@:15]34[N:24]=[C:23]([NH2:25])[S:22][CH2:21][C@@H:20]3[CH2:19][CH2:18][O:17][CH2:16]4)[C:8]=2[O:7]1.S(=O)(=O)(O)O.[OH-].[C:33](O[C:33]([O:35][C:36]([CH3:39])([CH3:38])[CH3:37])=[O:34])([O:35][C:36]([CH3:39])([CH3:38])[CH3:37])=[O:34], predict the reaction product. The product is: [F:26][C:6]1([F:5])[O:10][C:9]2[CH:11]=[C:12]([N+:1]([O-:4])=[O:2])[CH:13]=[C:14]([C@@:15]34[N:24]=[C:23]([NH:25][C:33](=[O:34])[O:35][C:36]([CH3:39])([CH3:38])[CH3:37])[S:22][CH2:21][C@@H:20]3[CH2:19][CH2:18][O:17][CH2:16]4)[C:8]=2[O:7]1. (2) Given the reactants [NH2:1][CH2:2][C:3]1[CH:4]=[C:5]([C:9]2[CH:18]=[C:17]([C:19]([NH:21][CH2:22][C@H:23]3[CH2:28][CH2:27][C@H:26]([CH2:29][NH:30][C:31](=[O:37])[O:32][C:33]([CH3:36])([CH3:35])[CH3:34])[CH2:25][CH2:24]3)=[O:20])[C:16]3[C:11](=[CH:12][CH:13]=[CH:14][CH:15]=3)[N:10]=2)[CH:6]=[CH:7][CH:8]=1.[O-:38][C:39]#[N:40].[K+], predict the reaction product. The product is: [C:39]([NH:1][CH2:2][C:3]1[CH:4]=[C:5]([C:9]2[CH:18]=[C:17]([C:19]([NH:21][CH2:22][C@H:23]3[CH2:28][CH2:27][C@H:26]([CH2:29][NH:30][C:31](=[O:37])[O:32][C:33]([CH3:34])([CH3:36])[CH3:35])[CH2:25][CH2:24]3)=[O:20])[C:16]3[C:11](=[CH:12][CH:13]=[CH:14][CH:15]=3)[N:10]=2)[CH:6]=[CH:7][CH:8]=1)(=[O:38])[NH2:40]. (3) Given the reactants [Si:1]([O:18][CH2:19][C@H:20]1[O:24][C@@H:23]([N:25]2[CH:32]=[C:31]([CH3:33])[C:29](=[O:30])[NH:28][C:26]2=[O:27])[C@H:22]([O:34][CH2:35][CH2:36][O:37][CH3:38])[C@@H:21]1OC(OC1C=CC=C(C(C)(C)C)C=1)=S)([C:14]([CH3:17])([CH3:16])[CH3:15])([C:8]1[CH:13]=[CH:12][CH:11]=[CH:10][CH:9]=1)[C:2]1[CH:7]=[CH:6][CH:5]=[CH:4][CH:3]=1.[C:53]1([CH:59]=[CH:60][Sn](CCCC)(CCCC)CCCC)[CH:58]=[CH:57][CH:56]=[CH:55][CH:54]=1.CC(N=NC(C#N)(C)C)(C#N)C, predict the reaction product. The product is: [Si:1]([O:18][CH2:19][C@H:20]1[O:24][C@@H:23]([N:25]2[CH:32]=[C:31]([CH3:33])[C:29](=[O:30])[NH:28][C:26]2=[O:27])[C@H:22]([O:34][CH2:35][CH2:36][O:37][CH3:38])[C@@H:21]1[CH:60]=[CH:59][C:53]1[CH:58]=[CH:57][CH:56]=[CH:55][CH:54]=1)([C:14]([CH3:17])([CH3:16])[CH3:15])([C:2]1[CH:3]=[CH:4][CH:5]=[CH:6][CH:7]=1)[C:8]1[CH:9]=[CH:10][CH:11]=[CH:12][CH:13]=1.